The task is: Predict the product of the given reaction.. This data is from Forward reaction prediction with 1.9M reactions from USPTO patents (1976-2016). (1) Given the reactants [NH2:1][C:2]1[CH:11]=[C:10]([C:12]2[CH:17]=[CH:16][CH:15]=[CH:14][CH:13]=2)[C:9]2[C:4](=[CH:5][CH:6]=[C:7]([Cl:18])[CH:8]=2)[N:3]=1.[C:19](OC(=O)C)(=[O:21])[CH3:20], predict the reaction product. The product is: [C:19]([NH:1][C:2]1[CH:11]=[C:10]([C:12]2[CH:17]=[CH:16][CH:15]=[CH:14][CH:13]=2)[C:9]2[C:4](=[CH:5][CH:6]=[C:7]([Cl:18])[CH:8]=2)[N:3]=1)(=[O:21])[CH3:20]. (2) Given the reactants [Cl:1][C:2]1[CH:7]=[CH:6][C:5]([C:8](=[O:10])[CH3:9])=[C:4]([N:11]2[CH:15]=[CH:14][C:13]([CH3:16])=[N:12]2)[CH:3]=1.[BH4-].[Na+], predict the reaction product. The product is: [Cl:1][C:2]1[CH:7]=[CH:6][C:5]([CH:8]([OH:10])[CH3:9])=[C:4]([N:11]2[CH:15]=[CH:14][C:13]([CH3:16])=[N:12]2)[CH:3]=1. (3) The product is: [ClH:1].[Cl:14][C:10]1[CH:9]=[C:8]([C:6]2[N:5]=[C:4]3[CH2:15][CH2:16][CH2:17][C:3]3=[C:2]([NH:28][C:27]3[CH:26]=[CH:25][C:24]([CH2:23][C:19]4[O:18][CH:22]=[CH:21][N:20]=4)=[CH:30][CH:29]=3)[CH:7]=2)[CH:13]=[CH:12][CH:11]=1. Given the reactants [Cl:1][C:2]1[CH:7]=[C:6]([C:8]2[CH:13]=[CH:12][CH:11]=[C:10]([Cl:14])[CH:9]=2)[N:5]=[C:4]2[CH2:15][CH2:16][CH2:17][C:3]=12.[O:18]1[CH:22]=[CH:21][N:20]=[C:19]1[CH2:23][C:24]1[CH:30]=[CH:29][C:27]([NH2:28])=[CH:26][CH:25]=1, predict the reaction product. (4) Given the reactants [F:1][C:2]([F:13])([F:12])[C:3]1[C:11]2[CH2:10][CH2:9][CH2:8][CH2:7][C:6]=2[NH:5][N:4]=1.Br[C:15]1[CH:20]=[CH:19][C:18]([C:21]2[O:25][CH:24]=[N:23][CH:22]=2)=[CH:17][CH:16]=1.CN(C)CC(O)=O.C(=O)([O-])[O-].[K+].[K+], predict the reaction product. The product is: [O:25]1[C:21]([C:18]2[CH:19]=[CH:20][C:15]([N:5]3[C:6]4[CH2:7][CH2:8][CH2:9][CH2:10][C:11]=4[C:3]([C:2]([F:1])([F:12])[F:13])=[N:4]3)=[CH:16][CH:17]=2)=[CH:22][N:23]=[CH:24]1. (5) Given the reactants Br[C:2]1[CH:3]=[C:4]([CH3:9])[CH:5]=[C:6]([CH3:8])[CH:7]=1.[NH2:10][CH2:11][CH2:12][CH2:13][CH2:14][OH:15], predict the reaction product. The product is: [CH3:8][C:6]1[CH:7]=[C:2]([NH:10][CH2:11][CH2:12][CH2:13][CH2:14][OH:15])[CH:3]=[C:4]([CH3:9])[CH:5]=1. (6) Given the reactants [ClH:1].Cl.N[C@@H](CC)[C@H](O)[C:6]([NH:8][CH:9]1[CH2:11][CH2:10]1)=[O:7].[NH2:15][C@@H:16]([CH2:19][CH2:20][CH3:21])[CH2:17][OH:18].[N+](CCCC)#[C-:23], predict the reaction product. The product is: [ClH:1].[ClH:1].[NH2:15][C@@H:16]([CH2:19][CH2:20][CH3:21])[C@H:17]([OH:18])[C:6]([NH:8][CH2:9][CH2:11][CH2:10][CH3:23])=[O:7].